Task: Regression. Given a peptide amino acid sequence and an MHC pseudo amino acid sequence, predict their binding affinity value. This is MHC class I binding data.. Dataset: Peptide-MHC class I binding affinity with 185,985 pairs from IEDB/IMGT The peptide sequence is KEKDMTKEF. The MHC is HLA-B27:05 with pseudo-sequence HLA-B27:05. The binding affinity (normalized) is 0.0847.